From a dataset of Reaction yield outcomes from USPTO patents with 853,638 reactions. Predict the reaction yield, written as a fraction of the theoretical maximum amount of product (1.0 means a 100% yield; for example, 0.34 means a 34% yield). (1) The reactants are OC(C(F)(F)F)=O.[Br:8][C:9]1[C:10]([NH:28][CH2:29][CH:30]2[CH2:34][CH2:33][CH2:32][O:31]2)=[N:11][C:12]([NH:15][C:16]2[CH:21]=[CH:20][C:19]([N:22]3[CH2:27][CH2:26][NH:25][CH2:24][CH2:23]3)=[CH:18][CH:17]=2)=[N:13][CH:14]=1.CCN(C(C)C)C(C)C.[C:44]1(=[O:50])[O:49][C:47](=[O:48])[CH2:46][CH2:45]1. The catalyst is C(Cl)(Cl)Cl. The product is [Br:8][C:9]1[C:10]([NH:28][CH2:29][CH:30]2[CH2:34][CH2:33][CH2:32][O:31]2)=[N:11][C:12]([NH:15][C:16]2[CH:21]=[CH:20][C:19]([N:22]3[CH2:27][CH2:26][N:25]([C:44](=[O:50])[CH2:45][CH2:46][C:47]([OH:49])=[O:48])[CH2:24][CH2:23]3)=[CH:18][CH:17]=2)=[N:13][CH:14]=1. The yield is 0.890. (2) The reactants are Br[C:2]1[N:28]=[C:5]2[CH:6]=[CH:7][C:8]([CH2:10][O:11][C:12]3[CH:17]=[CH:16][C:15]([C@@H:18]([C:25]#[C:26][CH3:27])[CH2:19][C:20]([O:22][CH2:23][CH3:24])=[O:21])=[CH:14][CH:13]=3)=[CH:9][N:4]2[N:3]=1.CC1(C)C(C)(C)OB([C:37]2[CH:44]=[CH:43][C:40]([C:41]#[N:42])=[CH:39][CH:38]=2)O1.C([O-])([O-])=O.[K+].[K+]. The catalyst is O1CCOCC1.C1C=CC([P]([Pd]([P](C2C=CC=CC=2)(C2C=CC=CC=2)C2C=CC=CC=2)([P](C2C=CC=CC=2)(C2C=CC=CC=2)C2C=CC=CC=2)[P](C2C=CC=CC=2)(C2C=CC=CC=2)C2C=CC=CC=2)(C2C=CC=CC=2)C2C=CC=CC=2)=CC=1. The product is [CH2:23]([O:22][C:20](=[O:21])[CH2:19][C@@H:18]([C:15]1[CH:16]=[CH:17][C:12]([O:11][CH2:10][C:8]2[CH:7]=[CH:6][C:5]3[N:4]([N:3]=[C:2]([C:37]4[CH:44]=[CH:43][C:40]([C:41]#[N:42])=[CH:39][CH:38]=4)[N:28]=3)[CH:9]=2)=[CH:13][CH:14]=1)[C:25]#[C:26][CH3:27])[CH3:24]. The yield is 0.688.